The task is: Predict the reaction yield, written as a fraction of the theoretical maximum amount of product (1.0 means a 100% yield; for example, 0.34 means a 34% yield).. This data is from Reaction yield outcomes from USPTO patents with 853,638 reactions. (1) The reactants are [OH:1][C:2]1[CH:10]=[C:9]([CH3:11])[CH:8]=[CH:7][C:3]=1[C:4]([OH:6])=[O:5].C([O-])([O-])=O.[K+].[K+].[CH2:18](I)[CH3:19].[CH3:21][C:22](C)=O. No catalyst specified. The product is [CH2:21]([O:1][C:2]1[CH:10]=[C:9]([CH3:11])[CH:8]=[CH:7][C:3]=1[C:4]([O:6][CH2:18][CH3:19])=[O:5])[CH3:22]. The yield is 0.850. (2) The reactants are [OH-].[Na+].[F:3][C:4]1[CH:24]=[CH:23][C:22]([N:25]2[CH2:30][CH2:29][CH2:28][CH:27]([CH2:31][OH:32])[CH2:26]2)=[CH:21][C:5]=1[C:6]([NH:8][C:9]1[C:18]([CH3:19])=[CH:17][C:12]([C:13]([O:15]C)=[O:14])=[CH:11][C:10]=1[CH3:20])=[O:7].CO. The catalyst is C1COCC1. The product is [F:3][C:4]1[CH:24]=[CH:23][C:22]([N:25]2[CH2:30][CH2:29][CH2:28][CH:27]([CH2:31][OH:32])[CH2:26]2)=[CH:21][C:5]=1[C:6]([NH:8][C:9]1[C:10]([CH3:20])=[CH:11][C:12]([C:13]([OH:15])=[O:14])=[CH:17][C:18]=1[CH3:19])=[O:7]. The yield is 0.690. (3) The reactants are C(OC(=O)C)(=O)C.[CH3:8][O:9][C:10]1[CH:11]=[C:12]([C:19]([OH:21])=[O:20])[C:13](=[CH:17][CH:18]=1)[C:14]([OH:16])=O. The catalyst is O1CCCC1. The product is [CH3:8][O:9][C:10]1[CH:11]=[C:12]2[C:19](=[O:20])[O:21][C:14](=[O:16])[C:13]2=[CH:17][CH:18]=1. The yield is 0.990. (4) The reactants are C[O:2][C:3]1[CH:4]=[C:5]([C:9]2[S:10][CH:11]=[C:12]([C:14]3[CH:19]=[CH:18][CH:17]=[C:16]([O:20]C)[CH:15]=3)[CH:13]=2)[CH:6]=[CH:7][CH:8]=1. The catalyst is CCCCCC.C(OCC)(=O)C. The product is [S:10]1[CH:11]=[C:12]([C:14]2[CH:15]=[C:16]([OH:20])[CH:17]=[CH:18][CH:19]=2)[CH:13]=[C:9]1[C:5]1[CH:4]=[C:3]([OH:2])[CH:8]=[CH:7][CH:6]=1. The yield is 0.880. (5) The reactants are [CH2:1]([O:8][C:9]([N:11]1[CH2:16][CH2:15][NH:14][CH2:13][CH2:12]1)=[O:10])[C:2]1[CH:7]=[CH:6][CH:5]=[CH:4][CH:3]=1.[C:17]([O:21][C:22]([N:24]1[CH2:29][CH2:28][C:27](=O)[CH2:26][CH2:25]1)=[O:23])([CH3:20])([CH3:19])[CH3:18].C(O[BH-](OC(=O)C)OC(=O)C)(=O)C.[Na+].O. The catalyst is ClC(Cl)C.C(O)(=O)C. The product is [CH2:1]([O:8][C:9]([N:11]1[CH2:16][CH2:15][N:14]([CH:27]2[CH2:28][CH2:29][N:24]([C:22]([O:21][C:17]([CH3:20])([CH3:19])[CH3:18])=[O:23])[CH2:25][CH2:26]2)[CH2:13][CH2:12]1)=[O:10])[C:2]1[CH:7]=[CH:6][CH:5]=[CH:4][CH:3]=1. The yield is 0.740. (6) The catalyst is N1C=CC=CC=1. The product is [C:28]([O:27][CH:24]([C:5]1[C:6]2[N:7]3[CH2:14][CH2:13][CH2:12][N:11]([C:15]4[CH:20]=[CH:19][C:18]([O:21][CH3:22])=[CH:17][C:16]=4[Cl:23])[C:8]3=[N:9][C:10]=2[C:2]([Cl:1])=[CH:3][CH:4]=1)[CH2:25][CH3:26])(=[O:30])[CH3:29]. The reactants are [Cl:1][C:2]1[C:10]2[N:9]=[C:8]3[N:11]([C:15]4[CH:20]=[CH:19][C:18]([O:21][CH3:22])=[CH:17][C:16]=4[Cl:23])[CH2:12][CH2:13][CH2:14][N:7]3[C:6]=2[C:5]([CH:24]([OH:27])[CH2:25][CH3:26])=[CH:4][CH:3]=1.[C:28](OC(=O)C)(=[O:30])[CH3:29]. The yield is 0.700. (7) The reactants are N.[Cl:2][C:3]1[CH:8]=[C:7]([C:9]([F:12])([F:11])[F:10])[CH:6]=[C:5]([Cl:13])[C:4]=1[NH:14][N:15]=[C:16]([CH2:19][C:20]#[N:21])[C:17]#[N:18]. The catalyst is O.C(O)C. The product is [NH2:21][C:20]1[N:14]([C:4]2[C:3]([Cl:2])=[CH:8][C:7]([C:9]([F:11])([F:12])[F:10])=[CH:6][C:5]=2[Cl:13])[N:15]=[C:16]([C:17]#[N:18])[CH:19]=1. The yield is 0.970.